Predict the reactants needed to synthesize the given product. From a dataset of Full USPTO retrosynthesis dataset with 1.9M reactions from patents (1976-2016). (1) Given the product [O:26]=[C:18]1[O:17][C:16]2[C:15]([O:21][CH3:22])=[C:14]3[C:9](=[C:8]([O:7][CH3:6])[C:20]=2[CH2:19]1)[CH:10]=[CH:11][CH:12]=[CH:13]3, predict the reactants needed to synthesize it. The reactants are: C([Li])CCC.[CH3:6][O:7][C:8]1[C:20]2[CH:19]=[CH:18][O:17][C:16]=2[C:15]([O:21][CH3:22])=[C:14]2[C:9]=1[CH:10]=[CH:11][CH:12]=[CH:13]2.CN(C)C=[O:26].Cl. (2) Given the product [CH2:22]([O:17][CH:14]1[CH2:15][CH2:16][N:11]([C:8]2[N:6]3[CH:7]=[C:2]([F:1])[CH:3]=[CH:4][C:5]3=[N:10][N:9]=2)[CH2:12][CH2:13]1)[CH:21]=[CH2:20], predict the reactants needed to synthesize it. The reactants are: [F:1][C:2]1[CH:3]=[CH:4][C:5]2[N:6]([C:8]([N:11]3[CH2:16][CH2:15][CH:14]([OH:17])[CH2:13][CH2:12]3)=[N:9][N:10]=2)[CH:7]=1.[H-].[Na+].[CH2:20](Br)[CH:21]=[CH2:22].O. (3) Given the product [O:27]1[CH2:28][CH2:29][N:24]([C:21]2[CH:22]=[CH:23][C:18]([NH:16][C:14]3[N:15]=[C:11]4[CH:10]=[CH:9][CH:8]=[C:7]([C:1]5[CH:2]=[CH:3][CH:4]=[CH:5][CH:6]=5)[N:12]4[N:13]=3)=[CH:19][CH:20]=2)[CH2:25][CH2:26]1, predict the reactants needed to synthesize it. The reactants are: [C:1]1([C:7]2[N:12]3[N:13]=[C:14]([NH2:16])[N:15]=[C:11]3[CH:10]=[CH:9][CH:8]=2)[CH:6]=[CH:5][CH:4]=[CH:3][CH:2]=1.Br[C:18]1[CH:23]=[CH:22][C:21]([N:24]2[CH2:29][CH2:28][O:27][CH2:26][CH2:25]2)=[CH:20][CH:19]=1.C1(P(C2C=CC=CC=2)C2C3OC4C(=CC=CC=4P(C4C=CC=CC=4)C4C=CC=CC=4)C(C)(C)C=3C=CC=2)C=CC=CC=1.CC(C)([O-])C.[K+]. (4) Given the product [C:11]([O:15][C:16](=[O:33])[NH:17][C:18]1[CH:23]=[CH:22][C:21]([NH:24][S:7]([C:1]2[CH:6]=[CH:5][CH:4]=[CH:3][CH:2]=2)(=[O:9])=[O:8])=[C:20]([C:25]#[C:26][C:27]2[CH:32]=[CH:31][CH:30]=[CH:29][CH:28]=2)[N:19]=1)([CH3:14])([CH3:12])[CH3:13], predict the reactants needed to synthesize it. The reactants are: [C:1]1([S:7](Cl)(=[O:9])=[O:8])[CH:6]=[CH:5][CH:4]=[CH:3][CH:2]=1.[C:11]([O:15][C:16](=[O:33])[NH:17][C:18]1[CH:23]=[CH:22][C:21]([NH2:24])=[C:20]([C:25]#[C:26][C:27]2[CH:32]=[CH:31][CH:30]=[CH:29][CH:28]=2)[N:19]=1)([CH3:14])([CH3:13])[CH3:12].N1C=CC=CC=1. (5) Given the product [Cl:23][C:20]1[CH:21]=[CH:22][C:17]([C:16]([CH:13]2[CH2:14][CH2:15][N:10]([C:8]([C:5]3[N:6]=[CH:7][C:2]([N:27]4[C@H:26]([CH3:25])[CH2:30][O:29][C:28]4=[O:31])=[CH:3][CH:4]=3)=[O:9])[CH2:11][CH2:12]2)=[O:24])=[CH:18][CH:19]=1, predict the reactants needed to synthesize it. The reactants are: Br[C:2]1[CH:3]=[CH:4][C:5]([C:8]([N:10]2[CH2:15][CH2:14][CH:13]([C:16](=[O:24])[C:17]3[CH:22]=[CH:21][C:20]([Cl:23])=[CH:19][CH:18]=3)[CH2:12][CH2:11]2)=[O:9])=[N:6][CH:7]=1.[CH3:25][C@@H:26]1[CH2:30][O:29][C:28](=[O:31])[NH:27]1. (6) Given the product [Cl:8][C:6]1[CH:5]=[C:4]([C:9]2[CH:13]=[C:12]([C:14]3[CH:15]=[C:16]4[C:21](=[CH:22][CH:23]=3)[N:20]=[CH:19][CH:18]=[N:17]4)[N:11]([CH:24]([C:26]3[CH:27]=[CH:28][C:29]([C:30]([NH:36][CH2:37][CH2:38][C:39]([O:41][CH2:42][CH3:43])=[O:40])=[O:31])=[CH:33][CH:34]=3)[CH3:25])[N:10]=2)[CH:3]=[C:2]([Cl:1])[CH:7]=1, predict the reactants needed to synthesize it. The reactants are: [Cl:1][C:2]1[CH:3]=[C:4]([C:9]2[CH:13]=[C:12]([C:14]3[CH:15]=[C:16]4[C:21](=[CH:22][CH:23]=3)[N:20]=[CH:19][CH:18]=[N:17]4)[N:11]([CH:24]([C:26]3[CH:34]=[CH:33][C:29]([C:30](O)=[O:31])=[CH:28][CH:27]=3)[CH3:25])[N:10]=2)[CH:5]=[C:6]([Cl:8])[CH:7]=1.Cl.[NH2:36][CH2:37][CH2:38][C:39]([O:41][CH2:42][CH3:43])=[O:40].ON1C2N=CC=CC=2N=N1.C(N(CC)C(C)C)(C)C.Cl.CN(C)CCCN=C=NCC. (7) Given the product [F:25][CH:2]([F:1])[O:3][C:4]1[C:9]([F:10])=[CH:8][CH:7]=[C:6]([F:11])[C:5]=1[CH:12]1[CH2:17][CH2:16][N:15]([C:18]([O:20][C:21]([CH3:23])([CH3:22])[CH3:24])=[O:19])[CH2:14][CH2:13]1, predict the reactants needed to synthesize it. The reactants are: [F:1][CH:2]([F:25])[O:3][C:4]1[C:9]([F:10])=[CH:8][CH:7]=[C:6]([F:11])[C:5]=1[C:12]1[CH2:17][CH2:16][N:15]([C:18]([O:20][C:21]([CH3:24])([CH3:23])[CH3:22])=[O:19])[CH2:14][CH:13]=1.[H][H].